This data is from TCR-epitope binding with 47,182 pairs between 192 epitopes and 23,139 TCRs. The task is: Binary Classification. Given a T-cell receptor sequence (or CDR3 region) and an epitope sequence, predict whether binding occurs between them. (1) The epitope is KRWIILGLNK. The TCR CDR3 sequence is CASSSGLAGGREQYF. Result: 1 (the TCR binds to the epitope). (2) The epitope is RQLLFVVEV. The TCR CDR3 sequence is CASSGHSSGGSYEQYF. Result: 1 (the TCR binds to the epitope).